This data is from Full USPTO retrosynthesis dataset with 1.9M reactions from patents (1976-2016). The task is: Predict the reactants needed to synthesize the given product. (1) Given the product [N+:1]([C:4]1[CH:12]=[CH:11][CH:10]=[C:9]2[C:5]=1[C:6]([C:14]([NH2:15])=[O:21])=[N:7][NH:8]2)([O-:3])=[O:2], predict the reactants needed to synthesize it. The reactants are: [N+:1]([C:4]1[C:5]2[C:9]([CH:10]=[CH:11][CH:12]=1)=[N+:8]([O-])[NH:7][C:6]=2[C:14]#[N:15])([O-:3])=[O:2].P(Cl)(Cl)Cl.[N+](C1C=CC=C2C=1C(C(O)=O)=NN2)([O-])=[O:21].CN(C(ON1N=NC2C=CC=NC1=2)=[N+](C)C)C.F[P-](F)(F)(F)(F)F.CCN(C(C)C)C(C)C.C(#N)C. (2) Given the product [C:19]([O:18][C:16]([N:10]1[C@H:9]([C:8]([OH:2])=[O:7])[CH2:15][CH2:14][C@@H:13]2[C@H:11]1[CH2:12]2)=[O:17])([CH3:22])([CH3:21])[CH3:20], predict the reactants needed to synthesize it. The reactants are: I([O-])(=O)(=O)=[O:2].[Na+].[OH:7][CH2:8][C@@H:9]1[CH2:15][CH2:14][C@@H:13]2[C@@H:11]([CH2:12]2)[N:10]1[C:16]([O:18][C:19]([CH3:22])([CH3:21])[CH3:20])=[O:17].CCCCCC. (3) Given the product [CH2:1]([C:3]1[C:8]([CH3:9])=[CH:7][C:6]([NH2:10])=[C:5]([N+:14]([O-:16])=[O:15])[CH:4]=1)[CH3:2], predict the reactants needed to synthesize it. The reactants are: [CH2:1]([C:3]1[C:8]([CH3:9])=[CH:7][C:6]([NH:10]C(=O)C)=[C:5]([N+:14]([O-:16])=[O:15])[CH:4]=1)[CH3:2]. (4) The reactants are: [CH2:1]([O:3][C:4](=[O:33])[CH2:5][NH:6][CH2:7][C:8]1[CH:13]=[CH:12][CH:11]=[C:10]([O:14][CH2:15][CH2:16][C:17]2[N:18]=[C:19]([C:23]3[CH:28]=[CH:27][C:26]([C:29]([F:32])([F:31])[F:30])=[CH:25][CH:24]=3)[O:20][C:21]=2[CH3:22])[CH:9]=1)[CH3:2].[F:34][C:35]1[CH:36]=[C:37]([N:41]([S:43](Cl)(=[O:45])=[O:44])[CH3:42])[CH:38]=[CH:39][CH:40]=1.C(N(CC)CC)C. Given the product [CH2:1]([O:3][C:4](=[O:33])[CH2:5][N:6]([S:43]([N:41]([C:37]1[CH:38]=[CH:39][CH:40]=[C:35]([F:34])[CH:36]=1)[CH3:42])(=[O:44])=[O:45])[CH2:7][C:8]1[CH:13]=[CH:12][CH:11]=[C:10]([O:14][CH2:15][CH2:16][C:17]2[N:18]=[C:19]([C:23]3[CH:28]=[CH:27][C:26]([C:29]([F:30])([F:32])[F:31])=[CH:25][CH:24]=3)[O:20][C:21]=2[CH3:22])[CH:9]=1)[CH3:2], predict the reactants needed to synthesize it.